This data is from Forward reaction prediction with 1.9M reactions from USPTO patents (1976-2016). The task is: Predict the product of the given reaction. (1) Given the reactants IC1C=CC=CC=1S([O-])(=O)=O.[Na+].OOS([O-])=O.[K+].S([O-])([O-])(=O)=O.[Na+].[Na+].[CH2:26]([OH:34])[CH2:27][CH2:28][CH2:29][CH2:30][CH2:31][CH:32]=[CH2:33], predict the reaction product. The product is: [CH:26](=[O:34])[CH2:27][CH2:28][CH2:29][CH2:30][CH2:31][CH:32]=[CH2:33]. (2) The product is: [Cl:8][C:5]1[CH:4]=[C:3]2[C:2](=[CH:7][CH:6]=1)[N:1]=[C:21]([CH:20]([CH2:26][CH3:27])[CH2:18][CH3:19])[C:22]([C:23]#[N:24])=[C:9]2[C:11]1[CH:16]=[CH:15][CH:14]=[C:13]([Cl:17])[CH:12]=1. Given the reactants [NH2:1][C:2]1[CH:7]=[CH:6][C:5]([Cl:8])=[CH:4][C:3]=1[C:9]([C:11]1[CH:16]=[CH:15][CH:14]=[C:13]([Cl:17])[CH:12]=1)=O.[CH2:18]([CH:20]([CH2:26][CH3:27])[C:21](=O)[CH2:22][C:23]#[N:24])[CH3:19], predict the reaction product. (3) Given the reactants C(OC(=O)[NH:10][CH2:11][CH2:12][CH2:13][C@H:14]([NH:40][C:41]([O:43][C:44]([CH3:47])([CH3:46])[CH3:45])=[O:42])[CH2:15][C:16]([NH:18][CH2:19][C@@H:20]([NH:32][C:33]([O:35][C:36]([CH3:39])([CH3:38])[CH3:37])=[O:34])[CH2:21][CH2:22][CH2:23][NH:24][C:25]([O:27][C:28]([CH3:31])([CH3:30])[CH3:29])=[O:26])=[O:17])C1C=CC=CC=1, predict the reaction product. The product is: [C:44]([O:43][C:41](=[O:42])[NH:40][C@H:14]([CH2:15][C:16]([NH:18][CH2:19][C@@H:20]([NH:32][C:33]([O:35][C:36]([CH3:39])([CH3:38])[CH3:37])=[O:34])[CH2:21][CH2:22][CH2:23][NH:24][C:25]([O:27][C:28]([CH3:29])([CH3:31])[CH3:30])=[O:26])=[O:17])[CH2:13][CH2:12][CH2:11][NH2:10])([CH3:45])([CH3:46])[CH3:47]. (4) Given the reactants [C:1]1([CH:11]([N:13]2[CH:17]3[C:18](=O)[N:19]([CH2:22][CH2:23][C:24]4[CH:29]=[CH:28][CH:27]=[CH:26][CH:25]=4)[CH2:20][CH2:21][CH:16]3[CH2:15][CH2:14]2)[CH3:12])[C:10]2[C:5](=[CH:6][CH:7]=[CH:8][CH:9]=2)[CH:4]=[CH:3][CH:2]=1.CC(C[AlH]CC(C)C)C.C1(C)C=CC=CC=1, predict the reaction product. The product is: [C:1]1([CH:11]([N:13]2[CH:17]3[CH2:18][N:19]([CH2:22][CH2:23][C:24]4[CH:29]=[CH:28][CH:27]=[CH:26][CH:25]=4)[CH2:20][CH2:21][CH:16]3[CH2:15][CH2:14]2)[CH3:12])[C:10]2[C:5](=[CH:6][CH:7]=[CH:8][CH:9]=2)[CH:4]=[CH:3][CH:2]=1. (5) Given the reactants [OH-].[NH4+:2].[CH3:3][N:4]([N:6]=[N:7][C:8]1[CH:12]=[C:11]([C:13]2[CH:18]=[CH:17][CH:16]=[CH:15][CH:14]=2)[Se:10][C:9]=1[C:19]([O:21]CC)=O)[CH3:5].O, predict the reaction product. The product is: [CH3:3][N:4]([N:6]=[N:7][C:8]1[CH:12]=[C:11]([C:13]2[CH:18]=[CH:17][CH:16]=[CH:15][CH:14]=2)[Se:10][C:9]=1[C:19]([NH2:2])=[O:21])[CH3:5].